This data is from Catalyst prediction with 721,799 reactions and 888 catalyst types from USPTO. The task is: Predict which catalyst facilitates the given reaction. (1) Reactant: C(NC(C)C)(C)C.C([Li])CCC.[C:13]([OH:20])(=[O:19])[CH2:14][CH2:15][CH2:16][CH2:17][CH3:18].[O:21]=[C:22]1[CH2:27][CH2:26][N:25]([C:28]([O:30][CH2:31][C:32]2[CH:37]=[CH:36][CH:35]=[CH:34][CH:33]=2)=[O:29])[CH2:24][CH2:23]1. Product: [CH2:31]([O:30][C:28]([N:25]1[CH2:26][CH2:27][C:22]([CH:14]([C:13]([OH:20])=[O:19])[CH2:15][CH2:16][CH2:17][CH3:18])([OH:21])[CH2:23][CH2:24]1)=[O:29])[C:32]1[CH:37]=[CH:36][CH:35]=[CH:34][CH:33]=1. The catalyst class is: 1. (2) Reactant: [NH2:1][CH:2]([CH2:14][O:15][CH:16]([F:18])[F:17])[C:3]([NH:5][CH2:6][C:7]1[CH:12]=[CH:11][C:10](F)=[CH:9][CH:8]=1)=[O:4].C(N(CC)CC)C.[CH:26](=[O:28])[CH3:27]. The catalyst class is: 56. Product: [C:26]([NH:1][CH:2]([CH2:14][O:15][CH:16]([F:18])[F:17])[C:3]([NH:5][CH2:6][C:7]1[CH:12]=[CH:11][CH:10]=[CH:9][CH:8]=1)=[O:4])(=[O:28])[CH3:27].